From a dataset of Forward reaction prediction with 1.9M reactions from USPTO patents (1976-2016). Predict the product of the given reaction. (1) Given the reactants [Cl:1][C:2]1[C:3](=[O:10])[N:4]([CH3:9])[C:5](=[O:8])[C:6]=1Cl.[N-:11]=[N+:12]=[N-:13].[Na+], predict the reaction product. The product is: [N:11]([C:6]1[C:5](=[O:8])[N:4]([CH3:9])[C:3](=[O:10])[C:2]=1[Cl:1])=[N+:12]=[N-:13]. (2) The product is: [CH2:1]([N:8]1[CH:12]=[CH:11][C:10]([C:13]2[CH:14]=[CH:15][C:16]([Cl:19])=[CH:17][CH:18]=2)=[C:9]1[C:20]([OH:22])=[O:21])[C:2]1[CH:3]=[CH:4][CH:5]=[CH:6][CH:7]=1. Given the reactants [CH2:1]([N:8]1[CH:12]=[CH:11][C:10]([C:13]2[CH:18]=[CH:17][C:16]([Cl:19])=[CH:15][CH:14]=2)=[C:9]1[C:20]([O:22]CC)=[O:21])[C:2]1[CH:7]=[CH:6][CH:5]=[CH:4][CH:3]=1.C1COCC1.[OH-].[Na+], predict the reaction product. (3) Given the reactants [Br:1][C:2]1[CH:7]=[CH:6][N:5]=[C:4](F)[CH:3]=1.[CH2:9]([OH:16])[C:10]1[CH:15]=[CH:14][CH:13]=[CH:12][CH:11]=1.C1OCCOC2C(=CC=CC=2)OCCOCCOC2C(=CC=CC=2)OC1.[OH-].[K+], predict the reaction product. The product is: [CH2:9]([O:16][C:4]1[CH:3]=[C:2]([Br:1])[CH:7]=[CH:6][N:5]=1)[C:10]1[CH:15]=[CH:14][CH:13]=[CH:12][CH:11]=1. (4) The product is: [C:1]([C:3]1[CH:17]=[C:16]([C:25]2[CH:24]=[CH:23][CH:22]=[C:21]([O:20][CH3:19])[CH:26]=2)[C:6]2[N:7]([C:10]3[CH:15]=[CH:14][CH:13]=[CH:12][CH:11]=3)[CH:8]=[N:9][C:5]=2[CH:4]=1)#[N:2]. Given the reactants [C:1]([C:3]1[CH:17]=[C:16](I)[C:6]2[N:7]([C:10]3[CH:15]=[CH:14][CH:13]=[CH:12][CH:11]=3)[CH:8]=[N:9][C:5]=2[CH:4]=1)#[N:2].[CH3:19][O:20][C:21]1[CH:22]=[C:23](B(O)O)[CH:24]=[CH:25][CH:26]=1.C(=O)([O-])[O-].[K+].[K+].C(NC1C=C(C2C3N(C4C=CC=CC=4)C=NC=3C=C(C#N)C=2)C=CC=1)(=O)C, predict the reaction product. (5) Given the reactants [N+:1](=[CH:3][CH:4]([O:7][CH3:8])[O:5][CH3:6])=[N-:2].[CH2:9]([O:11][C:12](=[O:15])[C:13]#[CH:14])[CH3:10], predict the reaction product. The product is: [CH2:9]([O:11][C:12]([C:13]1[CH:14]=[C:3]([CH:4]([O:7][CH3:8])[O:5][CH3:6])[NH:1][N:2]=1)=[O:15])[CH3:10].